Dataset: Reaction yield outcomes from USPTO patents with 853,638 reactions. Task: Predict the reaction yield, written as a fraction of the theoretical maximum amount of product (1.0 means a 100% yield; for example, 0.34 means a 34% yield). The reactants are [C:1]([NH:5][C:6]([C:8]1[C:16]2[C:11](=[N:12][CH:13]=[C:14](N3C4C(=CC(OC(F)F)=CC=4)C=N3)[N:15]=2)[N:10](COCC[Si](C)(C)C)[CH:9]=1)=[O:7])([CH3:4])([CH3:3])[CH3:2].FC(F)(F)C(O)=O. The catalyst is ClCCl. The product is [C:1]([NH:5][C:6]([C:8]1[C:16]2[C:11](=[N:12][CH:13]=[CH:14][N:15]=2)[NH:10][CH:9]=1)=[O:7])([CH3:4])([CH3:2])[CH3:3]. The yield is 0.560.